From a dataset of Catalyst prediction with 721,799 reactions and 888 catalyst types from USPTO. Predict which catalyst facilitates the given reaction. Product: [Br:21][CH2:12][C:4]1[CH:5]=[CH:6][C:7]([S:8]([CH3:11])(=[O:10])=[O:9])=[C:2]([Cl:1])[CH:3]=1. Reactant: [Cl:1][C:2]1[CH:3]=[C:4]([CH2:12]O)[CH:5]=[CH:6][C:7]=1[S:8]([CH3:11])(=[O:10])=[O:9].O1CCOCC1.P(Br)(Br)[Br:21]. The catalyst class is: 6.